Predict the reaction yield, written as a fraction of the theoretical maximum amount of product (1.0 means a 100% yield; for example, 0.34 means a 34% yield). From a dataset of Reaction yield outcomes from USPTO patents with 853,638 reactions. (1) The reactants are [Cl:1][C:2]1[C:3]([O:12][C:13]2[CH:18]=[C:17]([O:19][CH2:20][CH2:21][O:22][CH3:23])[CH:16]=[CH:15][C:14]=2[CH2:24][CH2:25][CH2:26]O)=[N:4][CH:5]=[C:6]([C:8]([F:11])([F:10])[F:9])[CH:7]=1.C1(P(C2C=CC=CC=2)C2C=CC=CC=2)C=CC=CC=1.[N+:47]([C:50]1[CH:55]=[CH:54][CH:53]=[CH:52][C:51]=1[S:56]([NH:59][C:60](=[O:66])[O:61][C:62]([CH3:65])([CH3:64])[CH3:63])(=[O:58])=[O:57])([O-:49])=[O:48].N(C(OCC)=O)=NC(OCC)=O. The catalyst is O1CCCC1. The product is [Cl:1][C:2]1[C:3]([O:12][C:13]2[CH:18]=[C:17]([O:19][CH2:20][CH2:21][O:22][CH3:23])[CH:16]=[CH:15][C:14]=2[CH2:24][CH2:25][CH2:26][N:59]([S:56]([C:51]2[CH:52]=[CH:53][CH:54]=[CH:55][C:50]=2[N+:47]([O-:49])=[O:48])(=[O:58])=[O:57])[C:60](=[O:66])[O:61][C:62]([CH3:63])([CH3:65])[CH3:64])=[N:4][CH:5]=[C:6]([C:8]([F:11])([F:10])[F:9])[CH:7]=1. The yield is 1.00. (2) The yield is 0.863. The reactants are [Br:1][C:2]1[CH:7]=[CH:6][C:5]([CH3:8])=[CH:4][C:3]=1[F:9].[OH-:10].[Na+].[K].[OH2:13]. The catalyst is N1C=CC=CC=1. The product is [Br:1][C:2]1[CH:7]=[CH:6][C:5]([C:8]([OH:13])=[O:10])=[CH:4][C:3]=1[F:9]. (3) The reactants are [CH3:1][O:2][C:3]([C:5]1[CH:6]=[C:7](B(O)O)[CH:8]=[CH:9][CH:10]=1)=[O:4].Br[C:15]1[N:19]([CH3:20])[N:18]=[CH:17][CH:16]=1.C([O-])([O-])=O.[K+].[K+].O1CCOCC1. The catalyst is C1C=CC(P(C2C=CC=CC=2)[C-]2C=CC=C2)=CC=1.C1C=CC(P(C2C=CC=CC=2)[C-]2C=CC=C2)=CC=1.Cl[Pd]Cl.[Fe+2].O. The product is [CH3:20][N:19]1[C:15]([C:7]2[CH:6]=[C:5]([CH:10]=[CH:9][CH:8]=2)[C:3]([O:2][CH3:1])=[O:4])=[CH:16][CH:17]=[N:18]1. The yield is 0.600.